Dataset: Catalyst prediction with 721,799 reactions and 888 catalyst types from USPTO. Task: Predict which catalyst facilitates the given reaction. Product: [Br:1][CH2:2][CH2:3][CH2:4][CH2:5][O:23][C:21](=[O:22])[CH2:20][C@H:19]([OH:24])[CH2:18][C@H:17]([OH:25])[CH2:16][CH2:15][N:14]1[C:10]([CH:8]([CH3:7])[CH3:9])=[C:11]([C:39]([NH:41][C:42]2[CH:43]=[CH:44][CH:45]=[CH:46][CH:47]=2)=[O:40])[C:12]([C:33]2[CH:34]=[CH:35][CH:36]=[CH:37][CH:38]=2)=[C:13]1[C:26]1[CH:27]=[CH:28][C:29]([F:32])=[CH:30][CH:31]=1. The catalyst class is: 483. Reactant: [Br:1][CH2:2][CH2:3][CH2:4][CH2:5]Br.[CH3:7][CH:8]([C:10]1[N:14]([CH2:15][CH2:16][C@@H:17]([OH:25])[CH2:18][C@@H:19]([OH:24])[CH2:20][C:21]([O-:23])=[O:22])[C:13]([C:26]2[CH:27]=[CH:28][C:29]([F:32])=[CH:30][CH:31]=2)=[C:12]([C:33]2[CH:34]=[CH:35][CH:36]=[CH:37][CH:38]=2)[C:11]=1[C:39]([NH:41][C:42]1[CH:43]=[CH:44][CH:45]=[CH:46][CH:47]=1)=[O:40])[CH3:9].[CH3:9][CH:8]([C:10]1[N:14]([CH2:15][CH2:16][C@@H:17]([OH:25])[CH2:18][C@@H:19]([OH:24])[CH2:20][C:21]([O-:23])=[O:22])[C:13]([C:26]2[CH:31]=[CH:30][C:29]([F:32])=[CH:28][CH:27]=2)=[C:12]([C:33]2[CH:38]=[CH:37][CH:36]=[CH:35][CH:34]=2)[C:11]=1[C:39]([NH:41][C:42]1[CH:47]=[CH:46][CH:45]=[CH:44][CH:43]=1)=[O:40])[CH3:7].[Ca+2].O.S([O-])([O-])(=O)=O.[Na+].[Na+].